Dataset: Experimentally validated miRNA-target interactions with 360,000+ pairs, plus equal number of negative samples. Task: Binary Classification. Given a miRNA mature sequence and a target amino acid sequence, predict their likelihood of interaction. (1) The miRNA is mmu-miR-5112 with sequence UAGCUCAGCGGGAGAGCAC. The protein sequence of the target gene is MPVRKQDTQRALHLLEEYRSKLSQTEDRQLRSSIERVINIFQSNLFQALIDIQEFYEVTLLDNPKCIDRSKPSEPIQPVNTWEISSLPSSTVTSETLPSSLSPSVEKYRYQDEDTPPQEHISPQITNEVIGPELVHVSEKNLSEIENVHGFVSHSHISPIKPTEAVLPSPPTVPVIPVLPVPAENTVILPTIPQANPPPVLVNTDSLETPTYVNGTDADYEYEEITLERGNSGLGFSIAGGTDNPHIGDDSSIFITKIITGGAAAQDGRLRVNDCILRVNEVDVRDVTHSKAVEALKEAG.... Result: 0 (no interaction). (2) The miRNA is hsa-miR-7703 with sequence UUGCACUCUGGCCUUCUCCCAGG. The protein sequence of the target gene is MASHLRPPSPLLVRVYKSGPRVRRKLESYFQSSKSSGGGECTVSTQEHEAPGTFRVEFSERAAKERVLKKGEHQILVDEKPVPIFLVPTENSIKKNTRPQISSLTQSQAETPSGDMHQHEGHIPNAVDSCLQKIFLTVTADLNCNLFSKEQRAYITTLCPSIRKMEGHDGIEKVCGDFQDIERIHQFLSEQFLESEQKQQFSPSMTERKPLSQQERDSCISPSEPETKAEQKSNYFEVPLPYFEYFKYICPDKINSIEKRFGVNIEIQESSPNMVCLDFTSSRSGDLEAARESFASEFQK.... Result: 1 (interaction). (3) The miRNA is hsa-miR-483-5p with sequence AAGACGGGAGGAAAGAAGGGAG. The protein sequence of the target gene is MSWSGLLHGLNTSLTCGPALVPRLWATCSMATLNQMHRLGPPKRPPRKLGPTEGRPQLKGVVLCTFTRKPKKPNSANRKCCRVRLSTGREAVCFIPGEGHTLQEHQIVLVEGGRTQDLPGVKLTVVRGKYDCGHVQKK. Result: 0 (no interaction). (4) The miRNA is hsa-miR-3936 with sequence UAAGGGGUGUAUGGCAGAUGCA. The protein sequence of the target gene is MSSAPEPPTFKKEPPKEKEFQSPGLRGVRTTTLFRAVNPELFIKPNKPVMAFGLVTLSLCVAYIGYLHAIQENKKDLYEAIDSEGHSYMRRKTSKWD. Result: 0 (no interaction). (5) The miRNA is hsa-miR-548aj-3p with sequence UAAAAACUGCAAUUACUUUUA. The protein sequence of the target gene is MNWNEKPKSATLPPLYPKSQPPFLHQSLINQITTTSQSSFSYPGSNQEACMYPGNSNPISQPLLNIQNYPQQISVSDMHNGTVVASHTSVERITYANVNGPKQLTHNLQMSSGVTQNVWLNSPMRNPVHSHIGATVSHQTDFGANVPNMPALQSQLITSDTYSMQMQMIPSNSTRLPVAYQGNQGLNQSFSEQQVDWTQQCISKGLTYPDYRPPPKLYRYSPQSFLPDSTIQKQNFIPHTSLQVKNSQLLNSVLTLPSRQTSAVPSQQYATQTDKRPPPPPYNCRYGSQPLQSTQHITKH.... Result: 1 (interaction). (6) The miRNA is hsa-miR-548az-3p with sequence AAAAACUGCAAUCACUUUUGC. The protein sequence of the target gene is MTSQSQGIHQLLQAEKRAKDKLEEAKKRKGKRLKQAKEEAMVEIDQYRMQRDKEFRLKQSKIMGSQNNLSDEIEEQTLGKIQELNGHYNKYMESVMNQLLSMVCDMKPEIHVNYRATN. Result: 1 (interaction). (7) The miRNA is hsa-miR-124-3p with sequence UAAGGCACGCGGUGAAUGCCAA. The protein sequence of the target gene is MLPSASRERPGYRAGVAAPDLLDPKSAAQNSKPRLSFSTKPTVLASRVESDTTINVMKWKTVSTIFLVVVLYLIIGATVFKALEQPHEISQRTTIVIQKQTFISQHSCVNSTELDELIQQIVAAINAGIIPLGNTSNQISHWDLGSSFFFAGTVITTIGFGNISPRTEGGKIFCIIYALLGIPLFGFLLAGVGDQLGTIFGKGIAKVEDTFIKWNVSQTKIRIISTIIFILFGCVLFVALPAIIFKHIEGWSALDAIYFVVITLTTIGFGDYVAGGSDIEYLDFYKPVVWFWILVGLAYF.... Result: 1 (interaction). (8) The miRNA is mmu-miR-411-3p with sequence UAUGUAACACGGUCCACUAACC. The protein sequence of the target gene is MEPTTSLRSCPIASLLFFLVLSLFVLVSAQFTVIGPAEPILAMVGENTTLHCHLSPERNAEEMEVRWFRWRFFPAVLVYRGHQERPEEQMVAYRGRTTFMRTDISKGRVALIIHNVTAYDNGIYCCYFQEGRSYDQATMKLMVASLGSEPLIKMKTLEDGSILLECTSEGWYPEPRAVWRDPYDEVVPALEEEYTADREGLFTVTMTIIIRDCSVRNMTCSVNNTLLSQEVESVILIPESFVPSLPLWMVAVAVTLPVVMLILLTSGSICLVKKHRRKKSILSAEKEAEYEEKEAARQLQ.... Result: 0 (no interaction).